Dataset: Catalyst prediction with 721,799 reactions and 888 catalyst types from USPTO. Task: Predict which catalyst facilitates the given reaction. (1) Reactant: [CH3:1][O:2][C:3](=[O:13])[C:4]1[CH:9]=[C:8]([F:10])[C:7]([OH:11])=[C:6]([Br:12])[CH:5]=1.C(=O)([O-])[O-].[K+].[K+].[CH3:20][O:21][CH2:22]Cl. Product: [CH3:1][O:2][C:3](=[O:13])[C:4]1[CH:9]=[C:8]([F:10])[C:7]([O:11][CH2:20][O:21][CH3:22])=[C:6]([Br:12])[CH:5]=1. The catalyst class is: 372. (2) Reactant: [OH:1][C:2]1[C:7]([O:8][CH3:9])=[CH:6][CH:5]=[CH:4][C:3]=1/[CH:10]=[CH:11]/[C:12]1[O:13][C:14]2[C:19]([C:20](=[O:30])[C:21]=1[C:22]1[CH:29]=[CH:28][C:25]([C:26]#[N:27])=[CH:24][CH:23]=1)=[CH:18][CH:17]=[CH:16][CH:15]=2.C(=O)([O-])[O-].[Cs+].[Cs+].Br[CH2:38][C:39]([CH3:42])([CH3:41])[CH3:40]. Product: [CH3:38][C:39]([CH3:42])([CH3:41])[CH2:40][O:1][C:2]1[C:7]([O:8][CH3:9])=[CH:6][CH:5]=[CH:4][C:3]=1/[CH:10]=[CH:11]/[C:12]1[O:13][C:14]2[C:19]([C:20](=[O:30])[C:21]=1[C:22]1[CH:23]=[CH:24][C:25]([C:26]#[N:27])=[CH:28][CH:29]=1)=[CH:18][CH:17]=[CH:16][CH:15]=2. The catalyst class is: 288. (3) Reactant: [C:1](Cl)([C:14]1[CH:19]=[CH:18][CH:17]=[CH:16][CH:15]=1)([C:8]1[CH:13]=[CH:12][CH:11]=[CH:10][CH:9]=1)[C:2]1[CH:7]=[CH:6][CH:5]=[CH:4][CH:3]=1.[Br:21][C:22]1[CH:23]=[N:24][NH:25][CH:26]=1.CC(C)([O-])C.[K+]. Product: [Br:21][C:22]1[CH:23]=[N:24][N:25]([C:1]([C:14]2[CH:19]=[CH:18][CH:17]=[CH:16][CH:15]=2)([C:8]2[CH:13]=[CH:12][CH:11]=[CH:10][CH:9]=2)[C:2]2[CH:7]=[CH:6][CH:5]=[CH:4][CH:3]=2)[CH:26]=1. The catalyst class is: 18. (4) Reactant: C([O:5][C:6](=[O:26])[CH2:7][O:8][C:9]1[C:13]2=[N:14][CH:15]=[C:16]([C:18]([F:21])([F:20])[F:19])[CH:17]=[C:12]2[S:11][C:10]=1[C:22]([O:24]C)=[O:23])(C)(C)C.O.[OH-].[Li+]. Product: [C:6]([CH2:7][O:8][C:9]1[C:13]2=[N:14][CH:15]=[C:16]([C:18]([F:20])([F:19])[F:21])[CH:17]=[C:12]2[S:11][C:10]=1[C:22]([OH:24])=[O:23])([OH:26])=[O:5]. The catalyst class is: 30. (5) Product: [CH2:38]([O:37][C:35]([C:34]1[O:24][C:19]2=[CH:18][CH:17]=[C:16]3[C:21]([N:13]([CH2:12][C@@H:11]([NH:10][C:9]([O:8][CH2:1][C:2]4[CH:3]=[CH:4][CH:5]=[CH:6][CH:7]=4)=[O:26])[CH3:25])[N:14]=[CH:15]3)=[C:20]2[CH:22]=1)=[O:36])[C:39]1[CH:44]=[CH:43][CH:42]=[CH:41][CH:40]=1. Reactant: [CH2:1]([O:8][C:9](=[O:26])[NH:10][C@@H:11]([CH3:25])[CH2:12][N:13]1[C:21]2[C:16](=[CH:17][CH:18]=[C:19]([OH:24])[C:20]=2[CH:22]=O)[CH:15]=[N:14]1)[C:2]1[CH:7]=[CH:6][CH:5]=[CH:4][CH:3]=1.C(=O)([O-])[O-].[K+].[K+].Br[CH2:34][C:35]([O:37][CH2:38][C:39]1[CH:44]=[CH:43][CH:42]=[CH:41][CH:40]=1)=[O:36].[Cl-].[NH4+]. The catalyst class is: 39. (6) Reactant: C(OC(=O)[CH:5]([C:16]1[N:17]([C:21]2[C:26]([F:27])=[CH:25][CH:24]=[CH:23][N:22]=2)[N:18]=[CH:19][CH:20]=1)[C:6]1[C:11]([CH2:12][CH2:13][CH3:14])=[C:10]([NH2:15])[N:9]=[CH:8][N:7]=1)C.Cl[CH2:30][CH:31]=O. Product: [F:27][C:26]1[C:21]([N:17]2[C:16]([CH2:5][C:6]3[N:7]=[CH:8][N:9]4[CH:30]=[CH:31][N:15]=[C:10]4[C:11]=3[CH2:12][CH2:13][CH3:14])=[CH:20][CH:19]=[N:18]2)=[N:22][CH:23]=[CH:24][CH:25]=1. The catalyst class is: 3. (7) Reactant: C([O:4][C:5]1[CH:14]=[CH:13][C:8]2[O:9][CH2:10][CH2:11][O:12][C:7]=2[CH:6]=1)(=O)C.[OH-].[Na+].CCOC(C)=O. The catalyst class is: 5. Product: [O:9]1[C:8]2[CH:13]=[CH:14][C:5]([OH:4])=[CH:6][C:7]=2[O:12][CH2:11][CH2:10]1. (8) Reactant: S(Cl)([Cl:3])=O.[C:5]([OH:15])(=O)[C:6]1[NH:13][C:11](=[O:12])[NH:10][C:8](=[O:9])[CH:7]=1. Product: [O:12]=[C:11]1[NH:13][C:6]([C:5]([Cl:3])=[O:15])=[CH:7][C:8](=[O:9])[NH:10]1. The catalyst class is: 6.